Dataset: Reaction yield outcomes from USPTO patents with 853,638 reactions. Task: Predict the reaction yield, written as a fraction of the theoretical maximum amount of product (1.0 means a 100% yield; for example, 0.34 means a 34% yield). (1) The product is [OH:33][C:30]([C:42]1[N:54]=[CH:52][C:53]([C:2]2[N:3]=[C:4]3[N:11]([CH2:12][CH2:13][N:14]4[CH2:19][CH2:18][O:17][CH2:16][CH2:15]4)[CH2:10][C:9](=[O:20])[NH:8][C:5]3=[N:6][CH:7]=2)=[CH:41][CH:40]=1)([CH3:44])[CH3:31]. The reactants are Br[C:2]1[N:3]=[C:4]2[N:11]([CH2:12][CH2:13][N:14]3[CH2:19][CH2:18][O:17][CH2:16][CH2:15]3)[CH2:10][C:9](=[O:20])[NH:8][C:5]2=[N:6][CH:7]=1.BrC1C(N[C:30](=[O:33])[CH2:31]I)=NC=C(Br)N=1.C(N([CH:40]([CH3:42])[CH3:41])CC)(C)C.O1CCN(CCN)C[CH2:44]1.[C:52](#[N:54])[CH3:53]. The yield is 0.560. The catalyst is C(OCC)(=O)C.CO. (2) The reactants are [N:1]1[CH:6]=[CH:5][N:4]=[CH:3][C:2]=1[C:7]([OH:9])=[O:8].OS(O)(=O)=O.[CH3:15]O. No catalyst specified. The product is [CH3:15][O:8][C:7]([C:2]1[CH:3]=[N:4][CH:5]=[CH:6][N:1]=1)=[O:9]. The yield is 0.590. (3) The reactants are [F:1][C:2]([F:26])([F:25])[C:3]1[CH:8]=[CH:7][CH:6]=[CH:5][C:4]=1[NH:9][C:10](=[O:24])[NH:11][C:12]1[CH:17]=[CH:16][C:15]([CH2:18][C:19]([O:21]CC)=[O:20])=[CH:14][CH:13]=1.[OH-].[Na+].Cl. The catalyst is C1COCC1.C[C@H]1O[C@H]2[C@H](O)[C@@H](O)[C@H](OC3C4C(=CC5OCOC=5C=4)[C@@H](C4C=C(OC)C(O)=C(OC)C=4)[C@@H]4[C@@H]3COC4=O)O[C@@H]2CO1.C1COP(NCCCl)(=O)N(CCCl)C1.[NH2-].[NH2-].Cl[Pt+2]Cl. The product is [F:1][C:2]([F:25])([F:26])[C:3]1[CH:8]=[CH:7][CH:6]=[CH:5][C:4]=1[NH:9][C:10](=[O:24])[NH:11][C:12]1[CH:17]=[CH:16][C:15]([CH2:18][C:19]([OH:21])=[O:20])=[CH:14][CH:13]=1. The yield is 0.510.